From a dataset of Peptide-MHC class II binding affinity with 134,281 pairs from IEDB. Regression. Given a peptide amino acid sequence and an MHC pseudo amino acid sequence, predict their binding affinity value. This is MHC class II binding data. (1) The peptide sequence is INEPIAAAIAYGLDR. The binding affinity (normalized) is 0.620. The MHC is HLA-DQA10401-DQB10402 with pseudo-sequence HLA-DQA10401-DQB10402. (2) The peptide sequence is WGNGCGLFGKGSIVA. The MHC is DRB5_0101 with pseudo-sequence DRB5_0101. The binding affinity (normalized) is 0.0286. (3) The binding affinity (normalized) is 0.496. The peptide sequence is HVKHFVINLIGDFEV. The MHC is DRB1_0802 with pseudo-sequence DRB1_0802. (4) The peptide sequence is PETEKAEEVEKIEKT. The MHC is DRB1_0301 with pseudo-sequence DRB1_0301. The binding affinity (normalized) is 0.0570. (5) The MHC is DRB1_1602 with pseudo-sequence DRB1_1602. The peptide sequence is AILRRRRRIAEPATC. The binding affinity (normalized) is 0.525. (6) The peptide sequence is GIVTMLSPMLHHWIK. The MHC is HLA-DQA10501-DQB10302 with pseudo-sequence HLA-DQA10501-DQB10302. The binding affinity (normalized) is 0.469.